This data is from Forward reaction prediction with 1.9M reactions from USPTO patents (1976-2016). The task is: Predict the product of the given reaction. (1) Given the reactants [C:1]1([NH:7][CH2:8][C:9]2[CH:16]=[CH:15][C:12]([CH:13]=O)=[CH:11][CH:10]=2)[CH:6]=[CH:5][CH:4]=[CH:3][CH:2]=1.[N+:17]([CH3:20])([O-:19])=[O:18].C([O-])(=O)C.[NH4+], predict the reaction product. The product is: [N+:17](/[CH:20]=[CH:13]/[C:12]1[CH:15]=[CH:16][C:9]([CH2:8][NH:7][C:1]2[CH:6]=[CH:5][CH:4]=[CH:3][CH:2]=2)=[CH:10][CH:11]=1)([O-:19])=[O:18]. (2) Given the reactants [C:1]1([C:7](=O)[CH2:8][C:9]([C:11]2[CH:16]=[CH:15][CH:14]=[CH:13][N:12]=2)=O)[CH:6]=[CH:5][CH:4]=[CH:3][CH:2]=1.O.[NH2:19][NH2:20], predict the reaction product. The product is: [C:1]1([C:7]2[NH:20][N:19]=[C:9]([C:11]3[CH:16]=[CH:15][CH:14]=[CH:13][N:12]=3)[CH:8]=2)[CH:6]=[CH:5][CH:4]=[CH:3][CH:2]=1.